This data is from Forward reaction prediction with 1.9M reactions from USPTO patents (1976-2016). The task is: Predict the product of the given reaction. (1) The product is: [OH:29][C:3]1[N:8]2[CH:9]=[N:10][N:11]=[C:7]2[C:6]([C:12]2[CH:17]=[CH:16][CH:15]=[C:14]([C:18]([F:21])([F:20])[F:19])[CH:13]=2)=[C:5]([C:22]2[CH:27]=[CH:26][N:25]=[C:24]([Cl:28])[CH:23]=2)[N:4]=1. Given the reactants CS[C:3]1[N:8]2[CH:9]=[N:10][N:11]=[C:7]2[C:6]([C:12]2[CH:17]=[CH:16][CH:15]=[C:14]([C:18]([F:21])([F:20])[F:19])[CH:13]=2)=[C:5]([C:22]2[CH:27]=[CH:26][N:25]=[C:24]([Cl:28])[CH:23]=2)[N:4]=1.[OH-:29].[Na+].Cl, predict the reaction product. (2) Given the reactants C(N(C(C)C)CC)(C)C.[N:10]1([C:15]2[CH:16]=[C:17]([CH:21]=[CH:22][N:23]=2)[C:18]([OH:20])=O)[CH:14]=[CH:13][N:12]=[CH:11]1.CN(C(ON1N=NC2C=CC=CC1=2)=[N+](C)C)C.[B-](F)(F)(F)F.[NH2:46][C:47]1[CH:54]=[CH:53][CH:52]=[C:51]([O:55][CH2:56][C:57]([NH2:60])([CH3:59])[CH3:58])[C:48]=1[C:49]#[N:50], predict the reaction product. The product is: [NH2:46][C:47]1[C:48]([C:49]#[N:50])=[C:51]([CH:52]=[CH:53][CH:54]=1)[O:55][CH2:56][C:57]([NH:60][C:18](=[O:20])[C:17]1[CH:21]=[CH:22][N:23]=[C:15]([N:10]2[CH:14]=[CH:13][N:12]=[CH:11]2)[CH:16]=1)([CH3:59])[CH3:58]. (3) The product is: [Cl:48][C:42]1[CH:43]=[CH:44][CH:45]=[C:46]([Cl:47])[C:41]=1[NH:40][C:33]1[CH:32]=[CH:31][CH:30]=[CH:35][C:34]=1[CH2:36][C:37]([O:39][C:59]1[CH:60]=[C:61]([O:63][CH2:64][C:65]2[CH:70]=[CH:69][CH:68]=[CH:67][CH:66]=2)[CH:62]=[C:57]([O:56][CH2:49][C:50]2[CH:55]=[CH:54][CH:53]=[CH:52][CH:51]=2)[CH:58]=1)=[O:38]. Given the reactants C(C1C=CC(C(C)C(OC2C=CC(C(OCC(O)CO)=O)=CC=2)=O)=CC=1)C(C)C.[CH:30]1[CH:31]=[CH:32][C:33]([NH:40][C:41]2[C:42]([Cl:48])=[CH:43][CH:44]=[CH:45][C:46]=2[Cl:47])=[C:34]([CH2:36][C:37]([OH:39])=[O:38])[CH:35]=1.[CH2:49]([O:56][C:57]1[CH:58]=[C:59](O)[CH:60]=[C:61]([O:63][CH2:64][C:65]2[CH:70]=[CH:69][CH:68]=[CH:67][CH:66]=2)[CH:62]=1)[C:50]1[CH:55]=[CH:54][CH:53]=[CH:52][CH:51]=1.C1CCC(N=C=NC2CCCCC2)CC1, predict the reaction product. (4) Given the reactants [CH:1]1[CH:2]=[CH:3][C:4]([CH2:7][CH2:8][C@H:9]([OH:28])[CH2:10][CH2:11][C@@H:12]2[C@@H:16]([CH2:17]/[CH:18]=[CH:19]\[CH2:20][CH2:21][CH2:22][C:23]([OH:25])=[O:24])[C@@H:15]([OH:26])[CH2:14][C@H:13]2[OH:27])=[CH:5][CH:6]=1.[CH:29](I)([CH3:31])[CH3:30].C(=O)([O-])[O-].[Cs+].[Cs+].OS([O-])(=O)=O.[Na+], predict the reaction product. The product is: [CH3:30][CH:29]([O:24][C:23]([CH2:22][CH2:21][CH2:20]/[CH:19]=[CH:18]\[CH2:17][C@@H:16]1[C@@H:12]([CH2:11][CH2:10][C@@H:9]([OH:28])[CH2:8][CH2:7][C:4]2[CH:3]=[CH:2][CH:1]=[CH:6][CH:5]=2)[C@H:13]([OH:27])[CH2:14][C@@H:15]1[OH:26])=[O:25])[CH3:31]. (5) Given the reactants [C:1]([N:8]1[CH:12]=[CH:11]N=[CH:9]1)(N1C=CN=C1)=O.[NH:13]1[C:21]2[C:16](=[CH:17][CH:18]=[CH:19][CH:20]=2)[C:15]([CH2:22][CH2:23][C:24]([OH:26])=[O:25])=[CH:14]1.[CH3:27][C:28]1(C)[C:32](=[N:33]O)[CH2:31][C:30]2(CCNC[CH2:35]2)[O:29]1.ClCCl, predict the reaction product. The product is: [NH:13]1[C:21]2[C:16](=[CH:17][CH:18]=[CH:19][CH:20]=2)[C:15]([CH2:22][CH2:23][C:24]([O:26]/[N:33]=[C:32]2/[CH:28]([CH3:27])[O:29][C:30]3([CH2:35][CH2:9][N:8]([CH3:1])[CH2:12][CH2:11]3)[CH2:31]/2)=[O:25])=[CH:14]1. (6) Given the reactants C[C:2]1(C)[O:6][C:5](=[O:7])[CH:4]([CH:8]([C:13]([N:15]2[CH2:19][CH2:18][CH2:17][C@H:16]2[C:20]([O:22][C:23]([CH3:26])([CH3:25])[CH3:24])=[O:21])=[O:14])[CH2:9][CH2:10][CH2:11][CH3:12])[O:3]1.C[O-].[Na+], predict the reaction product. The product is: [CH2:9]([C@@H:8]([C:13]([N:15]1[CH2:19][CH2:18][CH2:17][C@H:16]1[C:20]([O:22][C:23]([CH3:24])([CH3:26])[CH3:25])=[O:21])=[O:14])[C@H:4]([OH:3])[C:5]([O:6][CH3:2])=[O:7])[CH2:10][CH2:11][CH3:12]. (7) Given the reactants [Cl:1][C:2]1[CH:3]=[C:4]([S:8]([C:11]2[C:16]([CH:17]=O)=[CH:15][CH:14]=[CH:13][N:12]=2)(=[O:10])=[O:9])[CH:5]=[CH:6][CH:7]=1.[CH3:19][O:20][C:21](=[O:34])[CH2:22][N:23]1[C:31]2[C:26](=[CH:27][C:28]([F:32])=[CH:29][CH:30]=2)[CH:25]=[C:24]1[CH3:33], predict the reaction product. The product is: [CH3:19][O:20][C:21](=[O:34])[CH2:22][N:23]1[C:31]2[C:26](=[CH:27][C:28]([F:32])=[CH:29][CH:30]=2)[C:25]([CH2:17][C:16]2[C:11]([S:8]([C:4]3[CH:5]=[CH:6][CH:7]=[C:2]([Cl:1])[CH:3]=3)(=[O:9])=[O:10])=[N:12][CH:13]=[CH:14][CH:15]=2)=[C:24]1[CH3:33]. (8) Given the reactants [Cl:1][C:2]1[CH:7]=[C:6]([Cl:8])[CH:5]=[CH:4][C:3]=1[S:9][C:10]1[NH:11][C:12]2[C:17]([N:18]=1)=[C:16]([NH2:19])[N:15]=[CH:14][N:13]=2.C([O-])([O-])=O.[Cs+].[Cs+].[Br:26][CH2:27][CH:28](Br)C, predict the reaction product. The product is: [Br:26][CH2:27][CH2:28][N:11]1[C:10]([S:9][C:3]2[CH:4]=[CH:5][C:6]([Cl:8])=[CH:7][C:2]=2[Cl:1])=[N:18][C:17]2[C:12]1=[N:13][CH:14]=[N:15][C:16]=2[NH2:19]. (9) Given the reactants Cl[C:2]1[CH:7]=[CH:6][C:5]([S:8]([N:11]2[CH2:16][CH2:15][N:14]([CH3:17])[CH2:13][CH2:12]2)(=[O:10])=[O:9])=[CH:4][C:3]=1[N+:18]([O-:20])=[O:19].[CH3:21][O-:22].[Na+], predict the reaction product. The product is: [CH3:21][O:22][C:2]1[CH:7]=[CH:6][C:5]([S:8]([N:11]2[CH2:16][CH2:15][N:14]([CH3:17])[CH2:13][CH2:12]2)(=[O:10])=[O:9])=[CH:4][C:3]=1[N+:18]([O-:20])=[O:19]. (10) The product is: [C:19]1([C:18]#[C:17]/[CH:16]=[CH:15]/[CH2:14][OH:13])[CH:24]=[CH:23][CH:22]=[CH:21][CH:20]=1. Given the reactants [H-].C([Al+]CC(C)C)C(C)C.C([O:13][C:14](=O)/[CH:15]=[CH:16]/[C:17]#[C:18][C:19]1[CH:24]=[CH:23][CH:22]=[CH:21][CH:20]=1)C, predict the reaction product.